This data is from Reaction yield outcomes from USPTO patents with 853,638 reactions. The task is: Predict the reaction yield, written as a fraction of the theoretical maximum amount of product (1.0 means a 100% yield; for example, 0.34 means a 34% yield). (1) The reactants are [C:1]([C:5]1[C:13]2[C:8](=[CH:9][CH:10]=[C:11]([N+:14]([O-])=O)[CH:12]=2)[NH:7][CH:6]=1)([CH3:4])([CH3:3])[CH3:2]. The catalyst is CO.[Ni]. The product is [C:1]([C:5]1[C:13]2[C:8](=[CH:9][CH:10]=[C:11]([NH2:14])[CH:12]=2)[NH:7][CH:6]=1)([CH3:4])([CH3:2])[CH3:3]. The yield is 0.190. (2) The reactants are [CH3:1][C:2]1[CH:7]=[CH:6][C:5]([S:8]([O:11][CH2:12][CH:13]2[CH2:17][C:16]3[CH:18]=[CH:19][CH:20]=[C:21](Br)[C:15]=3[O:14]2)(=[O:10])=[O:9])=[CH:4][CH:3]=1.[F:23][C:24]([F:35])([F:34])[C:25]1[CH:26]=[C:27](B(O)O)[CH:28]=[CH:29][CH:30]=1.C(=O)([O-])[O-].[K+].[K+].CC1C=CC(S(OCC2CC3C(C4C=CC=CC=4)=CC=CC=3O2)(=O)=O)=CC=1. The catalyst is CC1C=CC=CC=1[P](C1C=CC=CC=1C)([Pd](Cl)(Cl)[P](C1=C(C)C=CC=C1)(C1C=CC=CC=1C)C1C=CC=CC=1C)C1C=CC=CC=1C. The product is [CH3:1][C:2]1[CH:7]=[CH:6][C:5]([S:8]([O:11][CH2:12][CH:13]2[CH2:17][C:16]3[CH:18]=[CH:19][CH:20]=[C:21]([C:29]4[CH:28]=[CH:27][CH:26]=[C:25]([C:24]([F:35])([F:34])[F:23])[CH:30]=4)[C:15]=3[O:14]2)(=[O:10])=[O:9])=[CH:4][CH:3]=1. The yield is 0.650. (3) The reactants are [CH3:1][O:2][C:3](=[O:28])[C@H:4]([CH2:18][C:19]1[CH:24]=[CH:23][C:22]([N+:25]([O-])=O)=[CH:21][CH:20]=1)[N:5]([C:7]([C:9]1([CH2:14][CH2:15][O:16][CH3:17])[CH2:13][CH2:12][CH2:11][CH2:10]1)=[O:8])[CH3:6].[Cl-].[NH4+].CO. The catalyst is [Zn].O. The product is [CH3:1][O:2][C:3](=[O:28])[C@H:4]([CH2:18][C:19]1[CH:20]=[CH:21][C:22]([NH2:25])=[CH:23][CH:24]=1)[N:5]([CH3:6])[C:7]([C:9]1([CH2:14][CH2:15][O:16][CH3:17])[CH2:10][CH2:11][CH2:12][CH2:13]1)=[O:8]. The yield is 1.00. (4) The reactants are [O:1]=[C:2]1[C:10]2([C:14]3=[CH:15][C:16]4[O:20][CH2:19][O:18][C:17]=4[CH:21]=[C:13]3[O:12][CH2:11]2)[C:9]2[C:4](=[CH:5][CH:6]=[CH:7][CH:8]=2)[N:3]1[CH2:22][C:23]1[O:24][CH:25]=[C:26]([C:28]([O:30]C)=[O:29])[N:27]=1.[OH-].[Na+].Cl. The catalyst is O1CCCC1.O. The product is [O:1]=[C:2]1[C:10]2([C:14]3=[CH:15][C:16]4[O:20][CH2:19][O:18][C:17]=4[CH:21]=[C:13]3[O:12][CH2:11]2)[C:9]2[C:4](=[CH:5][CH:6]=[CH:7][CH:8]=2)[N:3]1[CH2:22][C:23]1[O:24][CH:25]=[C:26]([C:28]([OH:30])=[O:29])[N:27]=1. The yield is 0.580. (5) The reactants are [Cl:1][C:2]1[C:3]([Cl:11])=[N:4][CH:5]=[C:6]([CH:10]=1)[C:7]([OH:9])=O.[CH2:12]([NH2:14])[CH3:13]. The catalyst is O1CCCC1.CN(C)C=O. The product is [Cl:1][C:2]1[C:3]([Cl:11])=[N:4][CH:5]=[C:6]([CH:10]=1)[C:7]([NH:14][CH2:12][CH3:13])=[O:9]. The yield is 0.700. (6) The reactants are [C:1]1([C:7](=[N:14][CH2:15][C:16]([O:18][C:19]([CH3:22])([CH3:21])[CH3:20])=[O:17])[C:8]2[CH:13]=[CH:12][CH:11]=[CH:10][CH:9]=2)[CH:6]=[CH:5][CH:4]=[CH:3][CH:2]=1.[Li+].CC([N-]C(C)C)C.FC(F)(F)S(O[CH2:37][CH2:38][C:39]([F:42])([F:41])[F:40])(=O)=O.C(OCC)(=O)C. The catalyst is C1COCC1.CCCCCC. The product is [C:1]1([C:7](=[N:14][CH:15]([CH2:37][CH2:38][C:39]([F:42])([F:41])[F:40])[C:16]([O:18][C:19]([CH3:22])([CH3:21])[CH3:20])=[O:17])[C:8]2[CH:9]=[CH:10][CH:11]=[CH:12][CH:13]=2)[CH:2]=[CH:3][CH:4]=[CH:5][CH:6]=1. The yield is 0.600.